Dataset: Forward reaction prediction with 1.9M reactions from USPTO patents (1976-2016). Task: Predict the product of the given reaction. (1) Given the reactants [CH3:1][O:2][C:3](=[O:15])[CH2:4][C:5]1[C:13]2[C:8](=[N:9][CH:10]=[CH:11][CH:12]=2)[NH:7][C:6]=1[CH3:14].CCN(P1(N(C)CCCN1C)=NC(C)(C)C)CC.Br[CH2:35][C:36]1[CH:41]=[CH:40][C:39]([S:42]([CH2:45][CH3:46])(=[O:44])=[O:43])=[CH:38][C:37]=1[C:47]([F:50])([F:49])[F:48], predict the reaction product. The product is: [CH3:1][O:2][C:3](=[O:15])[CH2:4][C:5]1[C:13]2[C:8](=[N:9][CH:10]=[CH:11][CH:12]=2)[N:7]([CH2:35][C:36]2[CH:41]=[CH:40][C:39]([S:42]([CH2:45][CH3:46])(=[O:44])=[O:43])=[CH:38][C:37]=2[C:47]([F:49])([F:50])[F:48])[C:6]=1[CH3:14]. (2) Given the reactants [Cl:1][C:2]1[CH:7]=[CH:6][CH:5]=[CH:4][C:3]=1[C:8](F)(F)F.[Al+3].[Cl-:13].[Cl-:14].[Cl-].[F:16][C:17]1[CH:22]=[CH:21][CH:20]=[CH:19][CH:18]=1, predict the reaction product. The product is: [F:16][C:17]1[CH:22]=[CH:21][C:20]([C:8]([C:3]2[CH:4]=[CH:5][CH:6]=[CH:7][C:2]=2[Cl:1])([Cl:14])[Cl:13])=[CH:19][CH:18]=1. (3) Given the reactants C(OC([N:8]1[C:12]2=[C:13](Cl)[N:14]=[CH:15][C:16]([C:17](=[O:23])[NH:18][C:19]([CH3:22])([CH3:21])[CH3:20])=[C:11]2[C:10]([CH3:25])=[CH:9]1)=O)(C)(C)C.[F:26][C:27]1[CH:28]=[C:29]([CH:31]=[C:32]([F:34])[CH:33]=1)[NH2:30], predict the reaction product. The product is: [C:19]([NH:18][C:17]([C:16]1[C:11]2[C:10]([CH3:25])=[CH:9][NH:8][C:12]=2[C:13]([NH:30][C:29]2[CH:28]=[C:27]([F:26])[CH:33]=[C:32]([F:34])[CH:31]=2)=[N:14][CH:15]=1)=[O:23])([CH3:20])([CH3:21])[CH3:22].